Dataset: CYP1A2 inhibition data for predicting drug metabolism from PubChem BioAssay. Task: Regression/Classification. Given a drug SMILES string, predict its absorption, distribution, metabolism, or excretion properties. Task type varies by dataset: regression for continuous measurements (e.g., permeability, clearance, half-life) or binary classification for categorical outcomes (e.g., BBB penetration, CYP inhibition). Dataset: cyp1a2_veith. (1) The compound is CN(C)S(=O)(=O)c1cc([N+](=O)[O-])ccc1N1CCCCCC1. The result is 1 (inhibitor). (2) The molecule is O=C(O)c1cncc(C(=O)O)c1. The result is 0 (non-inhibitor). (3) The molecule is O=C(NCc1ccc(F)cc1)C1CCN(S(=O)(=O)N2CCCCC2)CC1. The result is 0 (non-inhibitor). (4) The drug is CCc1nc(SCC(=O)NNC(=O)C2CCCCC2)c2ccccc2n1. The result is 0 (non-inhibitor). (5) The molecule is COc1ccc(/C=N/NC(=O)c2ccn[nH]2)cc1COc1ccc(F)cc1. The result is 1 (inhibitor). (6) The result is 0 (non-inhibitor). The compound is COc1cc(C)cc(OC)c1/C=C\C(=O)O.